From a dataset of Catalyst prediction with 721,799 reactions and 888 catalyst types from USPTO. Predict which catalyst facilitates the given reaction. (1) Reactant: CC1(C)[O:6][CH:5]([CH2:7][O:8][NH:9][C:10]([C:12]2[N:20]([CH:21]3[CH2:23][CH2:22]3)[C:19]3[CH:18]=[CH:17][N:16]=[CH:15][C:14]=3[C:13]=2[NH:24][C:25]2[CH:30]=[CH:29][C:28]([I:31])=[CH:27][C:26]=2[F:32])=[O:11])[CH2:4][O:3]1.Cl. Product: [OH:6][CH:5]([CH2:4][OH:3])[CH2:7][O:8][NH:9][C:10]([C:12]1[N:20]([CH:21]2[CH2:22][CH2:23]2)[C:19]2[CH:18]=[CH:17][N:16]=[CH:15][C:14]=2[C:13]=1[NH:24][C:25]1[CH:30]=[CH:29][C:28]([I:31])=[CH:27][C:26]=1[F:32])=[O:11]. The catalyst class is: 71. (2) Reactant: [Cl:1][C:2]1[CH:3]=[CH:4][C:5]([O:11][CH3:12])=[C:6]([CH:10]=1)[C:7]([OH:9])=O.C(Cl)CCl.C1C=CC2N(O)N=NC=2C=1.[C:27]1([CH2:33][CH2:34][NH2:35])[CH:32]=[CH:31][CH:30]=[CH:29][CH:28]=1. Product: [Cl:1][C:2]1[CH:3]=[CH:4][C:5]([O:11][CH3:12])=[C:6]([CH:10]=1)[C:7]([NH:35][CH2:34][CH2:33][C:27]1[CH:32]=[CH:31][CH:30]=[CH:29][CH:28]=1)=[O:9]. The catalyst class is: 2. (3) Reactant: [CH3:1][C:2]1[C:3]2[N:4]([C:8]([C@H:11]3[CH2:16][CH2:15][C@H:14]([N:17]4[CH2:22][CH2:21][N:20]([CH3:23])[CH2:19][CH2:18]4)[CH2:13][CH2:12]3)=[N:9][CH:10]=2)[CH:5]=[CH:6][N:7]=1.[Br:24]N1C(=O)CCC1=O. Product: [Br:24][C:10]1[N:9]=[C:8]([C@H:11]2[CH2:12][CH2:13][C@H:14]([N:17]3[CH2:18][CH2:19][N:20]([CH3:23])[CH2:21][CH2:22]3)[CH2:15][CH2:16]2)[N:4]2[CH:5]=[CH:6][N:7]=[C:2]([CH3:1])[C:3]=12. The catalyst class is: 9. (4) Reactant: Br[C:2]1[N:6]([CH3:7])[CH:5]=[N:4][CH:3]=1.C[Mg]Br.CCOCC.[F:16][C:17]1[CH:18]=[C:19]([CH:26]=[CH:27][N:28]=1)[C:20](N(OC)C)=[O:21]. Product: [F:16][C:17]1[CH:18]=[C:19]([C:20]([C:2]2[N:6]([CH3:7])[CH:5]=[N:4][CH:3]=2)=[O:21])[CH:26]=[CH:27][N:28]=1. The catalyst class is: 2. (5) Reactant: [Br:1][C:2]1[C:9]([CH3:10])=[CH:8][C:5]([CH:6]=[O:7])=[CH:4][C:3]=1[CH3:11].C1(C)C=CC(S(O)(=O)=O)=CC=1.[CH2:23](O)[CH2:24][CH2:25][OH:26]. Product: [Br:1][C:2]1[C:3]([CH3:11])=[CH:4][C:5]([CH:6]2[O:26][CH2:25][CH2:24][CH2:23][O:7]2)=[CH:8][C:9]=1[CH3:10]. The catalyst class is: 11. (6) Reactant: [CH3:1][NH:2][CH:3]1[CH2:8][CH2:7][O:6][CH2:5][CH2:4]1.C([O-])([O-])=O.[K+].[K+].Br[C:16]1[CH:21]=[CH:20][C:19]([N+:22]([O-:24])=[O:23])=[CH:18][N:17]=1.O. Product: [CH3:1][N:2]([CH:3]1[CH2:8][CH2:7][O:6][CH2:5][CH2:4]1)[C:16]1[CH:21]=[CH:20][C:19]([N+:22]([O-:24])=[O:23])=[CH:18][N:17]=1. The catalyst class is: 23.